This data is from Forward reaction prediction with 1.9M reactions from USPTO patents (1976-2016). The task is: Predict the product of the given reaction. (1) Given the reactants [CH2:1]([C:4]1[CH:9]=[CH:8][C:7]([C:10]2[O:14][N:13]=[C:12]([C:15]3[CH:24]=[CH:23][CH:22]=[C:21]4[C:16]=3[CH2:17][CH2:18][CH2:19][NH:20]4)[N:11]=2)=[CH:6][CH:5]=1)[CH2:2][CH3:3].[CH:25]([C:27]1([NH:35][C:36](=[O:42])[O:37][C:38]([CH3:41])([CH3:40])[CH3:39])[CH2:32][O:31][C:30]([CH3:34])([CH3:33])[O:29][CH2:28]1)=O.[BH-](OC(C)=O)(OC(C)=O)OC(C)=O.[Na+], predict the reaction product. The product is: [CH3:33][C:30]1([CH3:34])[O:29][CH2:28][C:27]([NH:35][C:36](=[O:42])[O:37][C:38]([CH3:41])([CH3:40])[CH3:39])([CH2:25][N:20]2[C:21]3[C:16](=[C:15]([C:12]4[N:11]=[C:10]([C:7]5[CH:6]=[CH:5][C:4]([CH2:1][CH2:2][CH3:3])=[CH:9][CH:8]=5)[O:14][N:13]=4)[CH:24]=[CH:23][CH:22]=3)[CH2:17][CH2:18][CH2:19]2)[CH2:32][O:31]1. (2) Given the reactants Br[C:2]1[CH:7]=[CH:6][C:5]([C@@H:8]([N:10]2[CH2:15][CH2:14][C@:13]([CH2:22][CH2:23][CH2:24][OH:25])([C:16]3[CH:21]=[CH:20][CH:19]=[CH:18][CH:17]=3)[O:12][C:11]2=[O:26])[CH3:9])=[CH:4][CH:3]=1.[N:27]1[CH:32]=[CH:31][CH:30]=[CH:29][C:28]=1B(O)O, predict the reaction product. The product is: [OH:25][CH2:24][CH2:23][CH2:22][C@@:13]1([C:16]2[CH:21]=[CH:20][CH:19]=[CH:18][CH:17]=2)[O:12][C:11](=[O:26])[N:10]([C@H:8]([C:5]2[CH:6]=[CH:7][C:2]([C:28]3[CH:29]=[CH:30][CH:31]=[CH:32][N:27]=3)=[CH:3][CH:4]=2)[CH3:9])[CH2:15][CH2:14]1.